Dataset: Reaction yield outcomes from USPTO patents with 853,638 reactions. Task: Predict the reaction yield, written as a fraction of the theoretical maximum amount of product (1.0 means a 100% yield; for example, 0.34 means a 34% yield). (1) The reactants are Cl.[CH2:2]([O:4][C:5](=[O:9])[C@H:6]([CH3:8])[NH2:7])[CH3:3].C([O-])(O)=O.[Na+].[Cl:15][CH2:16][C:17](Cl)=[O:18]. The catalyst is O.C1(C)C=CC=CC=1. The product is [Cl:15][CH2:16][C:17]([NH:7][CH:6]([CH3:8])[C:5]([O:4][CH2:2][CH3:3])=[O:9])=[O:18]. The yield is 0.960. (2) The reactants are [CH3:1][C:2]([C:4]1[CH:9]=[CH:8][CH:7]=[C:6]([NH2:10])[CH:5]=1)=[O:3].N1C=CC=CC=1.[F:17][C:18]([F:29])([F:28])[C:19](O[C:19](=[O:20])[C:18]([F:29])([F:28])[F:17])=[O:20].[Cl-].[Na+]. The catalyst is ClCCl. The product is [C:2]([C:4]1[CH:5]=[C:6]([NH:10][C:19](=[O:20])[C:18]([F:29])([F:28])[F:17])[CH:7]=[CH:8][CH:9]=1)(=[O:3])[CH3:1]. The yield is 1.00. (3) The reactants are C1CCN2C(=NCCC2)CC1.[CH2:12]([SH:17])[CH2:13][CH2:14][CH2:15][CH3:16].Cl[C:19]1[C:24]2[C:25]([NH:28][CH2:29][C:30]3[CH:35]=[CH:34][C:33]([S:36][C:37]([F:40])([F:39])[F:38])=[CH:32][CH:31]=3)=[N:26][O:27][C:23]=2[CH:22]=[CH:21][N:20]=1.CCCCCC.CC(=O)OCC. The catalyst is CN(C=O)C.CC(=O)OCC. The product is [CH2:12]([S:17][C:19]1[C:24]2[C:25]([NH:28][CH2:29][C:30]3[CH:31]=[CH:32][C:33]([S:36][C:37]([F:38])([F:40])[F:39])=[CH:34][CH:35]=3)=[N:26][O:27][C:23]=2[CH:22]=[CH:21][N:20]=1)[CH2:13][CH2:14][CH2:15][CH3:16]. The yield is 0.0800. (4) The reactants are [C:1]1([CH3:11])[CH:6]=[CH:5][C:4]([S:7]([NH2:10])(=[O:9])=[O:8])=[CH:3][CH:2]=1.[H-].[Na+].Br[CH2:15][C:16]1[C:21]([CH2:22]Br)=[C:20]([F:24])[CH:19]=[CH:18][C:17]=1[F:25]. The catalyst is CN(C)C=O. The product is [F:24][C:20]1[CH:19]=[CH:18][C:17]([F:25])=[C:16]2[C:21]=1[CH2:22][N:10]([S:7]([C:4]1[CH:3]=[CH:2][C:1]([CH3:11])=[CH:6][CH:5]=1)(=[O:8])=[O:9])[CH2:15]2. The yield is 0.560. (5) The reactants are [NH2:1][C:2]1[C:3]([N+:13]([O-:15])=[O:14])=[C:4]([C:9]([Br:12])=[CH:10][CH:11]=1)[C:5]([O:7][CH3:8])=[O:6].Br[C:17]([CH3:24])(C)[C:18]([O:20][CH2:21][CH3:22])=[O:19].[I-].[K+].[C:27](=O)([O-])[O-].[Cs+].[Cs+]. The catalyst is O.C(OCC)(=O)C. The product is [Br:12][C:9]1[C:4]([C:5]([O:7][CH3:8])=[O:6])=[C:3]([N+:13]([O-:15])=[O:14])[C:2]([NH:1][CH:24]([CH2:17][C:18]([O:20][CH2:21][CH3:22])=[O:19])[CH3:27])=[CH:11][CH:10]=1. The yield is 0.310. (6) The reactants are [Cl:1][C:2]1[CH:26]=[CH:25][C:5]([C:6]([C:8]2[CH:13]=[CH:12][C:11]([N:14]3[CH2:18][CH2:17][CH2:16][CH:15]3[CH2:19][C:20]([O:22]CC)=[O:21])=[CH:10][CH:9]=2)=[O:7])=[C:4]([CH3:27])[CH:3]=1.I. No catalyst specified. The yield is 0.360. The product is [Cl:1][C:2]1[CH:26]=[CH:25][C:5]([C:6]([C:8]2[CH:9]=[CH:10][C:11]([N:14]3[CH2:18][CH2:17][CH2:16][CH:15]3[CH2:19][C:20]([OH:22])=[O:21])=[CH:12][CH:13]=2)=[O:7])=[C:4]([CH3:27])[CH:3]=1. (7) The reactants are [CH2:1]([O:8][C:9]([NH:11][C@@H:12]([CH2:16][CH2:17][CH2:18][CH2:19][NH:20][C:21]([O:23][C:24]([CH3:27])([CH3:26])[CH3:25])=[O:22])[C:13]([OH:15])=O)=[O:10])[C:2]1[CH:7]=[CH:6][CH:5]=[CH:4][CH:3]=1.CN(C(ON1N=NC2C=CC=CC1=2)=[N+](C)C)C.[B-](F)(F)(F)F.C1C=CC2N(O)N=NC=2C=1.CCN(C(C)C)C(C)C.O[N:70]=[C:71]([C:73]1[CH:78]=[CH:77][C:76]([C:79]2[CH:84]=[CH:83][CH:82]=[CH:81][CH:80]=2)=[CH:75][CH:74]=1)[NH2:72]. The catalyst is CN(C=O)C.O. The product is [CH2:1]([O:8][C:9]([NH:11][C@H:12]([C:13]1[O:15][N:72]=[C:71]([C:73]2[CH:78]=[CH:77][C:76]([C:79]3[CH:80]=[CH:81][CH:82]=[CH:83][CH:84]=3)=[CH:75][CH:74]=2)[N:70]=1)[CH2:16][CH2:17][CH2:18][CH2:19][NH:20][C:21](=[O:22])[O:23][C:24]([CH3:27])([CH3:26])[CH3:25])=[O:10])[C:2]1[CH:3]=[CH:4][CH:5]=[CH:6][CH:7]=1. The yield is 0.740.